Predict the product of the given reaction. From a dataset of Forward reaction prediction with 1.9M reactions from USPTO patents (1976-2016). Given the reactants C(Cl)(=O)C(Cl)=O.[Cl:7][C:8]1[C:13]([C:14]([OH:16])=O)=[CH:12][N:11]=[C:10]([Cl:17])[CH:9]=1.O1CCOCC1.[CH3:24][NH:25][CH2:26][CH2:27][OH:28].C(N(CC)CC)C, predict the reaction product. The product is: [Cl:7][C:8]1[CH:9]=[C:10]([Cl:17])[N:11]=[CH:12][C:13]=1[C:14]([N:25]([CH2:26][CH2:27][OH:28])[CH3:24])=[O:16].